This data is from Reaction yield outcomes from USPTO patents with 853,638 reactions. The task is: Predict the reaction yield, written as a fraction of the theoretical maximum amount of product (1.0 means a 100% yield; for example, 0.34 means a 34% yield). The reactants are C(O[C:4]([C:6]1[C:11]([O:12][CH2:13][C:14]([O:16]CC)=O)=[CH:10][CH:9]=[CH:8]N=1)=O)C.[O-]CC.[Na+]. The catalyst is C1(C)C=CC=CC=1. The product is [O:12]1[C:11]2[CH:10]=[CH:9][CH:8]=[CH:4][C:6]=2[C:14](=[O:16])[CH2:13]1. The yield is 0.620.